Dataset: Reaction yield outcomes from USPTO patents with 853,638 reactions. Task: Predict the reaction yield, written as a fraction of the theoretical maximum amount of product (1.0 means a 100% yield; for example, 0.34 means a 34% yield). (1) The reactants are [Cl:1][C:2]1[CH:6]=[N:5][N:4]([CH3:7])[C:3]=1[C:8]1[CH:9]=[C:10]([NH2:16])[CH:11]=[CH:12][C:13]=1[O:14][CH3:15].[F:17][C:18]([F:33])([F:32])[C:19]1[CH:20]=[C:21]([N:29]=[C:30]=[O:31])[CH:22]=[C:23]([C:25]([F:28])([F:27])[F:26])[CH:24]=1. No catalyst specified. The product is [F:17][C:18]([F:32])([F:33])[C:19]1[CH:20]=[C:21]([NH:29][C:30]([NH:16][C:10]2[CH:11]=[CH:12][C:13]([O:14][CH3:15])=[C:8]([C:3]3[N:4]([CH3:7])[N:5]=[CH:6][C:2]=3[Cl:1])[CH:9]=2)=[O:31])[CH:22]=[C:23]([C:25]([F:28])([F:26])[F:27])[CH:24]=1. The yield is 0.320. (2) The reactants are [NH2:1][C:2]1[CH:6]=[CH:5][S:4][C:3]=1[C:7]([OH:9])=O.[F:10][C:11]1[CH:24]=[CH:23][C:14]([C:15]([CH2:17]C(OCC)=O)=O)=[CH:13][CH:12]=1.O.C1(C)C=CC(S(O)(=O)=O)=CC=1.O. The catalyst is C1(C)C=CC=CC=1. The product is [F:10][C:11]1[CH:24]=[CH:23][C:14]([C:15]2[N:1]=[C:2]3[CH:6]=[CH:5][S:4][C:3]3=[C:7]([OH:9])[CH:17]=2)=[CH:13][CH:12]=1. The yield is 0.170.